Task: Predict the reactants needed to synthesize the given product.. Dataset: Full USPTO retrosynthesis dataset with 1.9M reactions from patents (1976-2016) (1) Given the product [I:22][C:10]1[CH:11]=[C:12]2[C:7](=[C:8]([CH3:17])[C:9]=1[C:13]([O:15][CH3:16])=[O:14])[NH:6][C:5]1[N:18]=[CH:19][C:2]([CH3:1])=[CH:3][C:4]2=1, predict the reactants needed to synthesize it. The reactants are: [CH3:1][C:2]1[CH:19]=[N:18][C:5]2[NH:6][C:7]3[C:12]([C:4]=2[CH:3]=1)=[CH:11][CH:10]=[C:9]([C:13]([O:15][CH3:16])=[O:14])[C:8]=3[CH3:17].II.[I:22](O)(=O)=O.S(=O)(=O)(O)O.[OH-].[Na+]. (2) Given the product [OH:29][C@@:22]1([C:20]#[C:21][C:2]2[CH:3]=[C:4]([N:8]3[C:12]4[CH2:13][CH2:14][O:15][CH2:16][C:11]=4[C:10]([C:17]([NH2:19])=[O:18])=[N:9]3)[CH:5]=[CH:6][CH:7]=2)[CH2:26][CH2:25][N:24]([CH3:27])[C:23]1=[O:28], predict the reactants needed to synthesize it. The reactants are: Br[C:2]1[CH:3]=[C:4]([N:8]2[C:12]3[CH2:13][CH2:14][O:15][CH2:16][C:11]=3[C:10]([C:17]([NH2:19])=[O:18])=[N:9]2)[CH:5]=[CH:6][CH:7]=1.[C:20]([C@:22]1([OH:29])[CH2:26][CH2:25][N:24]([CH3:27])[C:23]1=[O:28])#[CH:21]. (3) Given the product [CH2:2]([NH:9][C:10]1[C:15]([NH:16][N:17]=[CH:30][C:23]2[C:24]3[C:29](=[CH:28][CH:27]=[CH:26][CH:25]=3)[NH:21][CH:22]=2)=[N:14][C:13]2=[N:18][O:19][N:20]=[C:12]2[N:11]=1)[C:3]1[CH:4]=[CH:5][CH:6]=[CH:7][CH:8]=1, predict the reactants needed to synthesize it. The reactants are: Cl.[CH2:2]([NH:9][C:10]1[C:15]([NH:16][NH2:17])=[N:14][C:13]2=[N:18][O:19][N:20]=[C:12]2[N:11]=1)[C:3]1[CH:8]=[CH:7][CH:6]=[CH:5][CH:4]=1.[NH:21]1[C:29]2[C:24](=[CH:25][CH:26]=[CH:27][CH:28]=2)[C:23]([CH:30]=O)=[CH:22]1. (4) Given the product [F:21][C:18]([F:19])([F:20])[CH2:17][O:16][C:5]1[CH:6]=[CH:7][C:8]([O:10][CH2:11][C:12]([F:13])([F:14])[F:15])=[CH:9][C:4]=1[C:2](=[O:3])[CH:1]=[CH:22][C:23]1[CH:28]=[CH:27][CH:26]=[CH:25][CH:24]=1, predict the reactants needed to synthesize it. The reactants are: [CH3:1][C:2]([C:4]1[CH:9]=[C:8]([O:10][CH2:11][C:12]([F:15])([F:14])[F:13])[CH:7]=[CH:6][C:5]=1[O:16][CH2:17][C:18]([F:21])([F:20])[F:19])=[O:3].[CH:22](=O)[C:23]1[CH:28]=[CH:27][CH:26]=[CH:25][CH:24]=1. (5) The reactants are: [Br:1][C:2]1[CH:22]=[CH:21][C:5]([O:6][CH2:7][CH:8]2[CH2:13][CH2:12][N:11](C(OC(C)(C)C)=O)[CH2:10][CH2:9]2)=[CH:4][C:3]=1[C:23]#[N:24].[ClH:25].O1CCOCC1. Given the product [ClH:25].[Br:1][C:2]1[CH:22]=[CH:21][C:5]([O:6][CH2:7][CH:8]2[CH2:13][CH2:12][NH:11][CH2:10][CH2:9]2)=[CH:4][C:3]=1[C:23]#[N:24], predict the reactants needed to synthesize it. (6) Given the product [CH3:1][O:2][C:3]1[CH:4]=[CH:5][C:6]([CH2:9][C:10]2[C:19]3[C:14](=[CH:15][CH:16]=[CH:17][CH:18]=3)[C:13](=[O:20])[N:12]([CH2:30][C@H:29]3[CH2:32][CH2:33][CH2:34][N:28]3[C:21]([O:23][C:24]([CH3:25])([CH3:27])[CH3:26])=[O:22])[N:11]=2)=[CH:7][CH:8]=1, predict the reactants needed to synthesize it. The reactants are: [CH3:1][O:2][C:3]1[CH:8]=[CH:7][C:6]([CH2:9][C:10]2[C:19]3[C:14](=[CH:15][CH:16]=[CH:17][CH:18]=3)[C:13](=[O:20])[NH:12][N:11]=2)=[CH:5][CH:4]=1.[C:21]([N:28]1[CH2:34][CH2:33][CH2:32][C@@H:29]1[CH2:30]O)([O:23][C:24]([CH3:27])([CH3:26])[CH3:25])=[O:22].C1(P(C2C=CC=CC=2)C2C=CC=CC=2)C=CC=CC=1.N(C(OC(C)(C)C)=O)=NC(OC(C)(C)C)=O. (7) The reactants are: [CH3:1][O:2][C:3]([C:5]12[CH2:14][CH:9]3[CH2:10][CH:11]([CH2:13][C:7]([C:15]([NH:17][CH:18]([CH2:26][C:27]#[CH:28])[C:19]([O:21]C(C)(C)C)=[O:20])=[O:16])([CH2:8]3)[CH2:6]1)[CH2:12]2)=[O:4]. Given the product [CH3:1][O:2][C:3]([C:5]12[CH2:14][CH:9]3[CH2:10][CH:11]([CH2:13][C:7]([C:15]([NH:17][CH:18]([CH2:26][C:27]#[CH:28])[C:19]([OH:21])=[O:20])=[O:16])([CH2:8]3)[CH2:6]1)[CH2:12]2)=[O:4], predict the reactants needed to synthesize it. (8) Given the product [F:1][C:2]1[CH:3]=[CH:4][C:5]([C:8]2[N:12]=[C:11]([C:13]3[CH:18]=[C:17]([N:19]([CH2:30][CH3:31])[CH2:33][CH3:34])[CH:16]=[C:15]([C:22]#[N:23])[CH:14]=3)[O:10][N:9]=2)=[N:6][CH:7]=1, predict the reactants needed to synthesize it. The reactants are: [F:1][C:2]1[CH:3]=[CH:4][C:5]([C:8]2[N:12]=[C:11]([C:13]3[CH:18]=[C:17]([N+:19]([O-])=O)[CH:16]=[C:15]([C:22]#[N:23])[CH:14]=3)[O:10][N:9]=2)=[N:6][CH:7]=1.C(=O)([O-])[O-].[K+].[K+].[CH2:30](I)[CH3:31].[C:33](OCC)(=O)[CH3:34]. (9) Given the product [C:12]([O:7][CH2:6][CH3:5])(=[O:19])[CH3:13].[CH3:3][CH2:4][CH2:5][CH2:6][CH2:9][CH3:10], predict the reactants needed to synthesize it. The reactants are: BrN1[C:6](=[O:7])[CH2:5][CH2:4][C:3]1=O.[CH2:9](N(S(F)(F)F)[CH2:12][CH3:13])[CH3:10].C(=O)(O)[O-:19].[Na+]. (10) Given the product [CH3:1][N:2]([CH3:32])[C:3]1[C:27]([C:28]([F:31])([F:29])[F:30])=[CH:26][C:6]2[NH:7][C:8](=[O:25])[CH2:9][C:10]([C:12]3[CH:17]=[CH:16][CH:15]=[C:14]([C:18]4[O:22][N:21]=[C:20]([CH2:23][N:37]([CH3:39])[CH3:38])[CH:19]=4)[CH:13]=3)=[N:11][C:5]=2[CH:4]=1, predict the reactants needed to synthesize it. The reactants are: [CH3:1][N:2]([CH3:32])[C:3]1[C:27]([C:28]([F:31])([F:30])[F:29])=[CH:26][C:6]2[NH:7][C:8](=[O:25])[CH2:9][C:10]([C:12]3[CH:17]=[CH:16][CH:15]=[C:14]([C:18]4[O:22][N:21]=[C:20]([CH2:23]O)[CH:19]=4)[CH:13]=3)=[N:11][C:5]=2[CH:4]=1.O=S(Cl)Cl.[NH:37]([CH3:39])[CH3:38].